Dataset: CYP2D6 inhibition data for predicting drug metabolism from PubChem BioAssay. Task: Regression/Classification. Given a drug SMILES string, predict its absorption, distribution, metabolism, or excretion properties. Task type varies by dataset: regression for continuous measurements (e.g., permeability, clearance, half-life) or binary classification for categorical outcomes (e.g., BBB penetration, CYP inhibition). Dataset: cyp2d6_veith. (1) The molecule is CCCNC(=O)OC[C@@H]1O[C@H](CCO/N=C\[C@@H](OC)[C@H](C)/C=C\CC(=O)OC)C=C[C@@H]1Oc1ccc(OC)cc1. The result is 0 (non-inhibitor). (2) The compound is C[N+]1(C)CCc2cc(O)c(O)cc2[C@H]1Cc1ccc(O)c(O)c1. The result is 0 (non-inhibitor). (3) The molecule is CN(C)c1ccc(-c2cncnc2NCCc2cnc[nH]2)cc1. The result is 1 (inhibitor). (4) The compound is Cc1nc2ccccn2c1/C(O)=C1\C(=O)C(=O)N(CCN2CCOCC2)C1c1cccnc1. The result is 0 (non-inhibitor). (5) The compound is c1ccc(CNc2ncncc2-c2ccc3c(c2)OCO3)cc1. The result is 1 (inhibitor). (6) The drug is O=c1c(Cl)c(N2CCN(S(=O)(=O)c3ccc(F)cc3)CC2)cnn1-c1cccc(Cl)c1. The result is 0 (non-inhibitor). (7) The molecule is COc1cc2c(cc1OC)[C@]13CCN4CC5=CCO[C@H](CC(=O)O)[C@H]([C@H]5C[C@H]41)[C@H]3N2. The result is 0 (non-inhibitor).